Dataset: Catalyst prediction with 721,799 reactions and 888 catalyst types from USPTO. Task: Predict which catalyst facilitates the given reaction. (1) Reactant: [Br:1][C:2]1[CH:3]=[C:4]([O:12][C:13]2[CH:18]=[CH:17][C:16]([F:19])=[CH:15][CH:14]=2)[C:5]([NH:8][C:9]([NH2:11])=[S:10])=[N:6][CH:7]=1.Cl[CH2:21][C:22]([C@@H:24]1[CH2:28][O:27]C(C)(C)[O:25]1)=O.O. Product: [Br:1][C:2]1[CH:3]=[C:4]([O:12][C:13]2[CH:18]=[CH:17][C:16]([F:19])=[CH:15][CH:14]=2)[C:5]([NH:8][C:9]2[S:10][CH:21]=[C:22]([C@@H:24]([OH:25])[CH2:28][OH:27])[N:11]=2)=[N:6][CH:7]=1. The catalyst class is: 8. (2) The catalyst class is: 1. Reactant: [CH3:1][C:2]1([CH2:5][C:6]2([C:27]3[CH:32]=[CH:31][CH:30]=[CH:29][CH:28]=3)[O:11][C:10](=[O:12])[N:9]([C:13]([C:16]3[N:17]=[N:18][N:19]([C:21]4[CH:26]=[CH:25][CH:24]=[CH:23][CH:22]=4)[CH:20]=3)([CH3:15])[CH3:14])[CH2:8][CH2:7]2)[CH2:4][O:3]1.O.OO.[O-]S([O-])(=S)=O.[Na+].[Na+]. Product: [OH:3][C:2]([CH3:4])([CH3:1])[CH2:5][C:6]1([C:27]2[CH:32]=[CH:31][CH:30]=[CH:29][CH:28]=2)[O:11][C:10](=[O:12])[N:9]([C:13]([C:16]2[N:17]=[N:18][N:19]([C:21]3[CH:22]=[CH:23][CH:24]=[CH:25][CH:26]=3)[CH:20]=2)([CH3:15])[CH3:14])[CH2:8][CH2:7]1. (3) Product: [C:1]([C:3]1[C:4]([CH2:14][CH:15]2[CH2:16][CH2:17][CH2:18]2)=[CH:5][C:6]([CH3:13])=[C:7]([CH:12]=1)[C:8]([O:10][CH3:11])=[O:9])(=[S:25])[NH2:2]. Reactant: [C:1]([C:3]1[C:4]([CH2:14][CH:15]2[CH2:18][CH2:17][CH2:16]2)=[CH:5][C:6]([CH3:13])=[C:7]([CH:12]=1)[C:8]([O:10][CH3:11])=[O:9])#[N:2].C1COCC1.P(OCC)(OCC)([S-])=[S:25]. The catalyst class is: 6. (4) Reactant: [Br:1][C:2]1[CH:7]=[CH:6][C:5]([CH2:8]O)=[C:4]([Cl:10])[CH:3]=1.C(Br)(Br)(Br)[Br:12].C1(P(C2C=CC=CC=2)C2C=CC=CC=2)C=CC=CC=1. Product: [Br:1][C:2]1[CH:7]=[CH:6][C:5]([CH2:8][Br:12])=[C:4]([Cl:10])[CH:3]=1. The catalyst class is: 4. (5) Reactant: [CH2:1]([O:8][C:9]([N:11]1[CH2:16][CH2:15][CH:14]([C:17]([OH:19])=O)[CH2:13][CH2:12]1)=[O:10])[C:2]1[CH:7]=[CH:6][CH:5]=[CH:4][CH:3]=1.[NH:20]1[CH2:24][CH2:23][C@H:22]([NH:25][C:26](=[O:32])[O:27][C:28]([CH3:31])([CH3:30])[CH3:29])[CH2:21]1.F[P-](F)(F)(F)(F)F.N1(O[P+](N(C)C)(N(C)C)N(C)C)C2C=CC=CC=2N=N1.C(N(CC)CC)C. Product: [C:28]([O:27][C:26]([NH:25][C@H:22]1[CH2:23][CH2:24][N:20]([C:17]([CH:14]2[CH2:13][CH2:12][N:11]([C:9]([O:8][CH2:1][C:2]3[CH:3]=[CH:4][CH:5]=[CH:6][CH:7]=3)=[O:10])[CH2:16][CH2:15]2)=[O:19])[CH2:21]1)=[O:32])([CH3:31])([CH3:29])[CH3:30]. The catalyst class is: 4. (6) Reactant: [Br:1][C:2]1[CH:11]=[C:10]2[C:5]([C:6](=O)[NH:7][C:8]([CH2:12][Cl:13])=[N:9]2)=[CH:4][CH:3]=1.N1C(C)=CC=CC=1C.P(Cl)(Cl)([Cl:25])=O. Product: [Br:1][C:2]1[CH:11]=[C:10]2[C:5]([C:6]([Cl:25])=[N:7][C:8]([CH2:12][Cl:13])=[N:9]2)=[CH:4][CH:3]=1. The catalyst class is: 57.